Task: Predict the reactants needed to synthesize the given product.. Dataset: Full USPTO retrosynthesis dataset with 1.9M reactions from patents (1976-2016) Given the product [O:16]=[C:12]1[NH:11][C:10]2[C:17]3[CH2:18][CH2:19][CH2:20][CH2:21][C:22]=3[CH:23]=[CH:24][C:9]=2[N:8]([C:5]2[CH:4]=[CH:3][C:2]([NH:1][S:34]([C:29]3[CH:30]=[CH:31][CH:32]=[CH:33][C:28]=3[N+:25]([O-:27])=[O:26])(=[O:35])=[O:36])=[CH:7][CH:6]=2)[C:14](=[O:15])[CH2:13]1, predict the reactants needed to synthesize it. The reactants are: [NH2:1][C:2]1[CH:7]=[CH:6][C:5]([N:8]2[C:14](=[O:15])[CH2:13][C:12](=[O:16])[NH:11][C:10]3[C:17]4[CH2:18][CH2:19][CH2:20][CH2:21][C:22]=4[CH:23]=[CH:24][C:9]2=3)=[CH:4][CH:3]=1.[N+:25]([C:28]1[CH:33]=[CH:32][CH:31]=[CH:30][C:29]=1[S:34](Cl)(=[O:36])=[O:35])([O-:27])=[O:26].